This data is from Forward reaction prediction with 1.9M reactions from USPTO patents (1976-2016). The task is: Predict the product of the given reaction. (1) The product is: [F:1][C:2]1([F:19])[CH2:7][CH2:6][CH2:5][C@@H:4]([C@@:8]([OH:18])([C:12]2[CH:17]=[CH:16][CH:15]=[CH:14][CH:13]=2)[C:9]([O:11][CH2:27][CH2:26][N:22]2[CH:23]=[CH:24][N:25]=[C:21]2[CH3:20])=[O:10])[CH2:3]1. Given the reactants [F:1][C:2]1([F:19])[CH2:7][CH2:6][CH2:5][C@@H:4]([C@@:8]([OH:18])([C:12]2[CH:17]=[CH:16][CH:15]=[CH:14][CH:13]=2)[C:9]([OH:11])=[O:10])[CH2:3]1.[CH3:20][C:21]1[N:22]([CH2:26][CH2:27]OS(C)(=O)=O)[CH:23]=[CH:24][N:25]=1.N12CCCN=C1CCCC=C2, predict the reaction product. (2) The product is: [CH3:35][C:34]1[NH:29][C:27]([C:26]2[CH:30]=[CH:31][C:23]([CH2:22][N:3]3[C:4]4[C:9](=[CH:8][CH:7]=[CH:6][CH:5]=4)[C:10]4([CH2:14][O:13][C:12]5[CH:15]=[C:16]6[C:20](=[CH:21][C:11]4=5)[CH2:19][CH2:18][O:17]6)[C:2]3=[O:1])=[CH:24][CH:25]=2)=[N:46][N:36]=1. Given the reactants [O:1]=[C:2]1[C:10]2([CH2:14][O:13][C:12]3[CH:15]=[C:16]4[C:20](=[CH:21][C:11]2=3)[CH2:19][CH2:18][O:17]4)[C:9]2[C:4](=[CH:5][CH:6]=[CH:7][CH:8]=2)[N:3]1[CH2:22][C:23]1[CH:31]=[CH:30][C:26]([C:27]([NH2:29])=O)=[CH:25][CH:24]=1.CO[C:34](OC)([N:36](C)C)[CH3:35].C(O)(=O)C.O.[NH2:46]N, predict the reaction product. (3) Given the reactants [F:1][C:2]1[CH:7]=[CH:6][C:5]([C:8]2[N:13]=[C:12]([C:14]([OH:16])=O)[CH:11]=[CH:10][CH:9]=2)=[CH:4][CH:3]=1.[CH2:17]([O:19][C:20](=[O:30])[CH2:21][CH2:22][C:23]1[CH:28]=[CH:27][CH:26]=[C:25]([NH2:29])[CH:24]=1)[CH3:18], predict the reaction product. The product is: [CH2:17]([O:19][C:20](=[O:30])[CH2:21][CH2:22][C:23]1[CH:28]=[CH:27][CH:26]=[C:25]([NH:29][C:14]([C:12]2[CH:11]=[CH:10][CH:9]=[C:8]([C:5]3[CH:4]=[CH:3][C:2]([F:1])=[CH:7][CH:6]=3)[N:13]=2)=[O:16])[CH:24]=1)[CH3:18]. (4) Given the reactants [H-].[Na+].[CH2:3]([O:5][CH:6]([O:8][CH2:9][C@@H:10]1[NH:15][C:14](=[O:16])[CH2:13][CH2:12][CH2:11]1)[CH3:7])[CH3:4].[I-].[K+].[CH2:19]([O:21][C:22](=[O:30])[CH2:23][O:24][CH2:25]/[CH:26]=[CH:27]\[CH2:28]Cl)[CH3:20], predict the reaction product. The product is: [CH2:19]([O:21][C:22](=[O:30])[CH2:23][O:24][CH2:25]/[CH:26]=[CH:27]\[CH2:28][N:15]1[C:14](=[O:16])[CH2:13][CH2:12][CH2:11][C@@H:10]1[CH2:9][O:8][CH:6]([O:5][CH2:3][CH3:4])[CH3:7])[CH3:20]. (5) Given the reactants C(OC([NH:11][CH:12]1[N:18]=[C:17]([C:19]2[CH:24]=[CH:23][CH:22]=[CH:21][C:20]=2[F:25])[C:16]2[CH:26]=[CH:27][CH:28]=[C:29]([CH3:30])[C:15]=2[N:14]([CH2:31][C:32]([C:34]2[CH:39]=[CH:38][CH:37]=[CH:36][C:35]=2[N+:40]([O-:42])=[O:41])=[O:33])[C:13]1=[O:43])=O)C1C=CC=CC=1.[BrH:44].O, predict the reaction product. The product is: [BrH:44].[NH2:11][CH:12]1[N:18]=[C:17]([C:19]2[CH:24]=[CH:23][CH:22]=[CH:21][C:20]=2[F:25])[C:16]2[CH:26]=[CH:27][CH:28]=[C:29]([CH3:30])[C:15]=2[N:14]([CH2:31][C:32]([C:34]2[CH:39]=[CH:38][CH:37]=[CH:36][C:35]=2[N+:40]([O-:42])=[O:41])=[O:33])[C:13]1=[O:43]. (6) Given the reactants COC1C=CC=CC=1C(Cl)=O.[CH3:12][O:13][C:14]1[CH:19]=[CH:18][CH:17]=[CH:16][C:15]=1[C:20]([N:22]=[C:23]=[S:24])=[O:21].[Cl:25][C:26]1[CH:32]=[C:31]([O:33][C:34]2[C:43]3[C:38](=[CH:39][C:40]([O:46][CH3:47])=[C:41]([O:44][CH3:45])[CH:42]=3)[N:37]=[CH:36][CH:35]=2)[CH:30]=[CH:29][C:27]=1[NH2:28].C1(C)C=CC=CC=1, predict the reaction product. The product is: [CH3:12][O:13][C:14]1[CH:19]=[CH:18][CH:17]=[CH:16][C:15]=1[C:20]([N:22]=[C:23]=[S:24])=[O:21].[Cl:25][C:26]1[CH:32]=[C:31]([O:33][C:34]2[C:43]3[C:38](=[CH:39][C:40]([O:46][CH3:47])=[C:41]([O:44][CH3:45])[CH:42]=3)[N:37]=[CH:36][CH:35]=2)[CH:30]=[CH:29][C:27]=1[NH:28][C:23]([NH:22][C:20](=[O:21])[C:15]1[CH:16]=[CH:17][CH:18]=[CH:19][C:14]=1[O:13][CH3:12])=[S:24]. (7) Given the reactants [Cl:1][C:2]1[CH:7]=[CH:6][CH:5]=[CH:4][C:3]=1[OH:8].[OH-].[Na+].O.[O:12]1[CH2:14][CH:13]1[CH2:15]OS(C1C=CC=C([N+]([O-])=O)C=1)(=O)=O, predict the reaction product. The product is: [Cl:1][C:2]1[CH:7]=[CH:6][CH:5]=[CH:4][C:3]=1[O:8][CH2:15][CH:13]1[CH2:14][O:12]1. (8) The product is: [NH2:32][C:29]1[S:30][CH:31]=[C:27]([CH2:26][CH2:25][NH:24][C:22]([C:21]2[CH:20]=[CH:19][C:18]([NH:17][C:15]([C:10]3[C:9]([C:6]4[CH:5]=[CH:4][C:3]([C:2]([F:43])([F:1])[F:42])=[CH:8][CH:7]=4)=[CH:14][CH:13]=[CH:12][CH:11]=3)=[O:16])=[CH:41][CH:40]=2)=[O:23])[N:28]=1. Given the reactants [F:1][C:2]([F:43])([F:42])[C:3]1[CH:8]=[CH:7][C:6]([C:9]2[CH:14]=[CH:13][CH:12]=[CH:11][C:10]=2[C:15]([NH:17][C:18]2[CH:41]=[CH:40][C:21]([C:22]([NH:24][CH2:25][CH2:26][C:27]3[N:28]=[C:29]([NH:32]C(=O)OC(C)(C)C)[S:30][CH:31]=3)=[O:23])=[CH:20][CH:19]=2)=[O:16])=[CH:5][CH:4]=1.FC(F)(F)C(O)=O, predict the reaction product. (9) Given the reactants [CH3:1][C:2]1[CH:3]=[C:4]([CH:20]=[CH:21][C:22]=1[CH3:23])[C:5]([C:7]1[C:16](=[O:17])[C:15]2[C:10](=[N:11][C:12]([CH3:19])=[C:13]([CH3:18])[CH:14]=2)[NH:9][CH:8]=1)=[O:6].[H-].[Na+].[Br:26][C:27]1[CH:32]=[CH:31][CH:30]=[C:29]([CH2:33]Br)[N:28]=1, predict the reaction product. The product is: [Br:26][C:27]1[N:28]=[C:29]([CH2:33][N:9]2[C:10]3[C:15](=[CH:14][C:13]([CH3:18])=[C:12]([CH3:19])[N:11]=3)[C:16](=[O:17])[C:7]([C:5](=[O:6])[C:4]3[CH:20]=[CH:21][C:22]([CH3:23])=[C:2]([CH3:1])[CH:3]=3)=[CH:8]2)[CH:30]=[CH:31][CH:32]=1.